This data is from Reaction yield outcomes from USPTO patents with 853,638 reactions. The task is: Predict the reaction yield, written as a fraction of the theoretical maximum amount of product (1.0 means a 100% yield; for example, 0.34 means a 34% yield). The reactants are C(=O)([O-])O.[Na+:5].[Cl:6][C:7]1[CH:44]=[CH:43][C:10]2[N:11]([C:24](=[O:42])[C:25]3[CH:30]=[CH:29][C:28]([NH:31][C:32](=[O:40])[C:33]4[CH:38]=[CH:37][CH:36]=[CH:35][C:34]=4[CH3:39])=[CH:27][C:26]=3[CH3:41])[CH2:12][CH2:13][CH2:14][CH:15]([CH:16]([CH2:20][C:21]([O-:23])=[O:22])[C:17]([O-:19])=[O:18])[C:9]=2[CH:8]=1. The catalyst is CO. The product is [Cl:6][C:7]1[CH:44]=[CH:43][C:10]2[N:11]([C:24](=[O:42])[C:25]3[CH:30]=[CH:29][C:28]([NH:31][C:32](=[O:40])[C:33]4[CH:38]=[CH:37][CH:36]=[CH:35][C:34]=4[CH3:39])=[CH:27][C:26]=3[CH3:41])[CH2:12][CH2:13][CH2:14][CH:15]([CH:16]([CH2:20][C:21]([O-:23])=[O:22])[C:17]([O-:19])=[O:18])[C:9]=2[CH:8]=1.[Na+:5].[Na+:5]. The yield is 0.940.